Dataset: Forward reaction prediction with 1.9M reactions from USPTO patents (1976-2016). Task: Predict the product of the given reaction. Given the reactants [CH2:1]([O:6][C:7]1[C@@H:12]([C@H:13]([CH2:15][OH:16])[OH:14])[O:11][C:9](=[O:10])[C:8]=1[OH:17])[CH:2]([CH2:4][OH:5])[OH:3].C(=O)([O-])O.[Na+].[CH2:23](Br)[CH2:24][CH2:25][CH2:26][CH2:27][CH2:28][CH2:29][CH3:30], predict the reaction product. The product is: [CH2:1]([O:6][C:7]1[C@@H:12]([C@H:13]([CH2:15][OH:16])[OH:14])[O:11][C:9](=[O:10])[C:8]=1[O:17][CH2:23][CH2:24][CH2:25][CH2:26][CH2:27][CH2:28][CH2:29][CH3:30])[CH:2]([CH2:4][OH:5])[OH:3].